This data is from Forward reaction prediction with 1.9M reactions from USPTO patents (1976-2016). The task is: Predict the product of the given reaction. (1) Given the reactants Br[CH2:2][C:3]1[CH:8]=[CH:7][C:6]([C:9]([F:12])([F:11])[F:10])=[CH:5][N:4]=1.[OH:13][C:14]1[CH:19]=[CH:18][N:17]([C:20]2[CH:21]=[CH:22][C:23]3[C:24]4[CH2:33][N:32]([C:34]([O:36][C:37]([CH3:40])([CH3:39])[CH3:38])=[O:35])[CH2:31][CH2:30][C:25]=4[N:26]([CH3:29])[C:27]=3[CH:28]=2)[C:16](=[O:41])[CH:15]=1.C([O-])([O-])=O.[K+].[K+], predict the reaction product. The product is: [CH3:29][N:26]1[C:27]2[CH:28]=[C:20]([N:17]3[CH:18]=[CH:19][C:14]([O:13][CH2:2][C:3]4[CH:8]=[CH:7][C:6]([C:9]([F:12])([F:11])[F:10])=[CH:5][N:4]=4)=[CH:15][C:16]3=[O:41])[CH:21]=[CH:22][C:23]=2[C:24]2[CH2:33][N:32]([C:34]([O:36][C:37]([CH3:40])([CH3:39])[CH3:38])=[O:35])[CH2:31][CH2:30][C:25]1=2. (2) Given the reactants [CH:1]1([C:7]2[N:11]3[C:12]4[C:18](I)=[CH:17][N:16]([CH2:20][O:21][CH2:22][CH2:23][Si:24]([CH3:27])([CH3:26])[CH3:25])[C:13]=4[N:14]=[CH:15][C:10]3=[N:9][CH:8]=2)[CH2:6][CH2:5][CH2:4][CH2:3][CH2:2]1.[C:28](=O)([O-])[O-].[Cs+].[Cs+].C1(P(C2CCCCC2)C2CCCCC2)CCCCC1.COB(OC)OC, predict the reaction product. The product is: [CH:1]1([C:7]2[N:11]3[C:12]4[C:18]([CH3:28])=[CH:17][N:16]([CH2:20][O:21][CH2:22][CH2:23][Si:24]([CH3:27])([CH3:26])[CH3:25])[C:13]=4[N:14]=[CH:15][C:10]3=[N:9][CH:8]=2)[CH2:6][CH2:5][CH2:4][CH2:3][CH2:2]1. (3) Given the reactants C(O)(=O)C.[Cl:5][C:6]1[CH:23]=[CH:22][CH:21]=[C:20]([O:24][C:25]2[CH:30]=[CH:29][CH:28]=[CH:27][CH:26]=2)[C:7]=1[CH2:8][NH:9][C:10]([NH:12][C:13]1[CH:18]=[CH:17][C:16]([CH3:19])=[CH:15][N:14]=1)=[NH:11], predict the reaction product. The product is: [ClH:5].[CH3:19][C:16]1[CH:17]=[CH:18][C:13]([NH:12][C:10]([NH:9][CH2:8][C:7]2[CH:6]=[CH:23][CH:22]=[CH:21][C:20]=2[O:24][C:25]2[CH:30]=[CH:29][CH:28]=[CH:27][CH:26]=2)=[NH:11])=[N:14][CH:15]=1.